Dataset: TCR-epitope binding with 47,182 pairs between 192 epitopes and 23,139 TCRs. Task: Binary Classification. Given a T-cell receptor sequence (or CDR3 region) and an epitope sequence, predict whether binding occurs between them. (1) Result: 1 (the TCR binds to the epitope). The epitope is KRWIILGLNK. The TCR CDR3 sequence is CASREGLGGTEAFF. (2) The epitope is RPPIFIRRL. The TCR CDR3 sequence is CASSQYGTDYEQYF. Result: 0 (the TCR does not bind to the epitope).